From a dataset of Catalyst prediction with 721,799 reactions and 888 catalyst types from USPTO. Predict which catalyst facilitates the given reaction. Reactant: [NH2:1][C:2]1[CH:3]=[C:4]2[C:8](=[CH:9][C:10]=1[F:11])[C:7](=[O:12])[CH:6]([CH2:13][CH2:14][CH2:15][CH3:16])[CH2:5]2.[Cl:17]N1C(=O)CCC1=O. Product: [NH2:1][C:2]1[C:3]([Cl:17])=[C:4]2[C:8](=[CH:9][C:10]=1[F:11])[C:7](=[O:12])[CH:6]([CH2:13][CH2:14][CH2:15][CH3:16])[CH2:5]2. The catalyst class is: 9.